From a dataset of Human liver microsome stability data. Regression/Classification. Given a drug SMILES string, predict its absorption, distribution, metabolism, or excretion properties. Task type varies by dataset: regression for continuous measurements (e.g., permeability, clearance, half-life) or binary classification for categorical outcomes (e.g., BBB penetration, CYP inhibition). Dataset: hlm. The molecule is CC(C)(C)CCN1C(=O)C(C2=NS(=O)(=O)c3cc(NS(C)(=O)=O)ccc3N2)=C(O)[C@H]2CCC[C@H]21. The result is 1 (stable in human liver microsomes).